From a dataset of NCI-60 drug combinations with 297,098 pairs across 59 cell lines. Regression. Given two drug SMILES strings and cell line genomic features, predict the synergy score measuring deviation from expected non-interaction effect. Drug 1: C1CCC(C1)C(CC#N)N2C=C(C=N2)C3=C4C=CNC4=NC=N3. Cell line: A498. Synergy scores: CSS=6.93, Synergy_ZIP=9.44, Synergy_Bliss=14.6, Synergy_Loewe=13.0, Synergy_HSA=13.0. Drug 2: CC1C(C(=O)NC(C(=O)N2CCCC2C(=O)N(CC(=O)N(C(C(=O)O1)C(C)C)C)C)C(C)C)NC(=O)C3=C4C(=C(C=C3)C)OC5=C(C(=O)C(=C(C5=N4)C(=O)NC6C(OC(=O)C(N(C(=O)CN(C(=O)C7CCCN7C(=O)C(NC6=O)C(C)C)C)C)C(C)C)C)N)C.